This data is from Catalyst prediction with 721,799 reactions and 888 catalyst types from USPTO. The task is: Predict which catalyst facilitates the given reaction. (1) Product: [NH:14]1[C:15]2[C:20](=[CH:19][CH:18]=[CH:17][CH:16]=2)[CH:12]=[C:13]1[NH2:33]. Reactant: Cl.C(OC([C:12]1[C:20]2[C:15](=[CH:16][CH:17]=[C:18](OC3CCNC3)[CH:19]=2)[NH:14][C:13]=1C)=O)C1C=CC=CC=1.CC(C)=O.C([BH3-])#[N:33].[Na+]. The catalyst class is: 5. (2) Reactant: [NH2:1][C:2]1[CH:17]=[CH:16][CH:15]=[C:14]([Cl:18])[C:3]=1[C:4]([NH:6][C:7]1[CH:12]=[CH:11][CH:10]=[C:9]([F:13])[CH:8]=1)=[O:5].[CH3:19][CH2:20][C@H:21]([NH:25][C:26]([O:28][C:29]([CH3:32])([CH3:31])[CH3:30])=[O:27])[C:22](O)=[O:23].CCN(C(C)C)C(C)C.CN(C(ON1N=NC2C=CC=NC1=2)=[N+](C)C)C.F[P-](F)(F)(F)(F)F. Product: [Cl:18][C:14]1[C:3]([C:4](=[O:5])[NH:6][C:7]2[CH:12]=[CH:11][CH:10]=[C:9]([F:13])[CH:8]=2)=[C:2]([NH:1][C:22](=[O:23])[C@@H:21]([NH:25][C:26](=[O:27])[O:28][C:29]([CH3:31])([CH3:30])[CH3:32])[CH2:20][CH3:19])[CH:17]=[CH:16][CH:15]=1. The catalyst class is: 2. (3) Reactant: Cl.[Cl:2][C:3]1[CH:26]=[CH:25][C:6]2[N:7]3[C:11]([CH2:12][NH:13][CH2:14][C:5]=2[CH:4]=1)=[N:10][N:9]=[C:8]3[C@H:15]1[CH2:20][CH2:19][C@H:18]([O:21][CH:22]([CH3:24])[CH3:23])[CH2:17][CH2:16]1.C(N(CC)CC)C.[CH3:34][S:35](Cl)(=[O:37])=[O:36]. Product: [Cl:2][C:3]1[CH:26]=[CH:25][C:6]2[N:7]3[C:11](=[N:10][N:9]=[C:8]3[C@H:15]3[CH2:16][CH2:17][C@H:18]([O:21][CH:22]([CH3:24])[CH3:23])[CH2:19][CH2:20]3)[CH2:12][N:13]([S:35]([CH3:34])(=[O:37])=[O:36])[CH2:14][C:5]=2[CH:4]=1. The catalyst class is: 4. (4) Reactant: [CH2:1]([C:5]1[NH:10][C:9](=[O:11])[CH:8]=[C:7]([CH:12]2[CH2:14][CH2:13]2)[N:6]=1)[CH2:2][CH2:3][CH3:4].Br[CH2:16][C:17]1[CH:22]=[CH:21][C:20]([C:23]2[C:24]([C:29]#[N:30])=[CH:25][CH:26]=[CH:27][CH:28]=2)=[CH:19][CH:18]=1.C(=O)([O-])[O-].[K+].[K+]. Product: [CH2:1]([C:5]1[N:10]([CH2:16][C:17]2[CH:18]=[CH:19][C:20]([C:23]3[C:24]([C:29]#[N:30])=[CH:25][CH:26]=[CH:27][CH:28]=3)=[CH:21][CH:22]=2)[C:9](=[O:11])[CH:8]=[C:7]([CH:12]2[CH2:14][CH2:13]2)[N:6]=1)[CH2:2][CH2:3][CH3:4]. The catalyst class is: 10. (5) Reactant: [Cl:1][C:2]1[CH:3]=[CH:4][C:5]([NH:12][C:13]2[CH:14]=[C:15]3[C:19](=[CH:20][CH:21]=2)[N:18]([CH2:22][CH:23]2[CH2:25][CH2:24]2)[CH:17]=[CH:16]3)=[C:6]([CH:11]=1)[C:7]([O:9]C)=[O:8].[OH-].[Na+]. Product: [Cl:1][C:2]1[CH:3]=[CH:4][C:5]([NH:12][C:13]2[CH:14]=[C:15]3[C:19](=[CH:20][CH:21]=2)[N:18]([CH2:22][CH:23]2[CH2:25][CH2:24]2)[CH:17]=[CH:16]3)=[C:6]([CH:11]=1)[C:7]([OH:9])=[O:8]. The catalyst class is: 199. (6) Reactant: [CH3:1][O:2][C:3](=[O:12])[C:4]1[CH:9]=[CH:8][CH:7]=[C:6]([CH2:10]Br)[CH:5]=1.[CH2:13]([NH:16][CH2:17][CH2:18][CH3:19])[CH2:14][CH3:15]. Product: [CH3:1][O:2][C:3](=[O:12])[C:4]1[CH:9]=[CH:8][CH:7]=[C:6]([CH2:10][N:16]([CH2:17][CH2:18][CH3:19])[CH2:13][CH2:14][CH3:15])[CH:5]=1. The catalyst class is: 3. (7) Reactant: [H-].[Al+3].[Li+].[H-].[H-].[H-].O1CCCC1.[CH3:12][C:13]1[O:17][N:16]=[C:15]([NH:18][C:19]2[N:28]=[CH:27][CH:26]=[CH:25][C:20]=2[C:21](OC)=[O:22])[CH:14]=1.[OH-].[Na+]. Product: [CH3:12][C:13]1[O:17][N:16]=[C:15]([NH:18][C:19]2[C:20]([CH2:21][OH:22])=[CH:25][CH:26]=[CH:27][N:28]=2)[CH:14]=1. The catalyst class is: 13. (8) Reactant: [CH2:1]([O:3][C:4](=[O:17])[C:5]1[CH:10]=[C:9]([CH:11]=[CH2:12])[C:8]([CH:13]=[C:14]([CH3:16])[CH3:15])=[N:7][CH:6]=1)[CH3:2].CCO. Product: [CH2:1]([O:3][C:4](=[O:17])[C:5]1[CH:10]=[C:9]([CH2:11][CH3:12])[C:8]([CH2:13][CH:14]([CH3:15])[CH3:16])=[N:7][CH:6]=1)[CH3:2]. The catalyst class is: 123. (9) Reactant: [H-].[Na+].[I-].[CH3:4][S+](C)(C)=O.[Cl:9][C:10]1[CH:11]=[C:12]([CH:16]=[CH:17][C:18]([N:20]([O:22][CH3:23])[CH3:21])=[O:19])[CH:13]=[CH:14][CH:15]=1. Product: [CH3:23][O:22][N:20]([CH3:21])[C:18]([CH:17]1[CH2:4][CH:16]1[C:12]1[CH:13]=[CH:14][CH:15]=[C:10]([Cl:9])[CH:11]=1)=[O:19]. The catalyst class is: 3.